Task: Predict which catalyst facilitates the given reaction.. Dataset: Catalyst prediction with 721,799 reactions and 888 catalyst types from USPTO (1) Reactant: Cl[CH2:2][CH2:3][N:4]1[CH:8]=[C:7]([C:9]([O:11][CH2:12][CH3:13])=[O:10])[CH:6]=[N:5]1.CS(C)=O.N12CCCN=C1CCCCC2. Product: [CH:3]([N:4]1[CH:8]=[C:7]([C:9]([O:11][CH2:12][CH3:13])=[O:10])[CH:6]=[N:5]1)=[CH2:2]. The catalyst class is: 6. (2) Product: [CH:39]([C:36]1[CH:35]=[CH:34][C:33]([CH2:32][NH:31][C:30]([C@@H:13]2[N:14]([S:17]([C:20]3[CH:21]=[CH:22][C:23]([C:26]([F:29])([F:28])[F:27])=[CH:24][CH:25]=3)(=[O:19])=[O:18])[CH2:15][CH2:16][N:11]([C:8]3[CH:7]=[N:6][C:5]([C:3]([OH:4])=[O:2])=[CH:10][N:9]=3)[CH2:12]2)=[O:42])=[CH:38][CH:37]=1)([CH3:41])[CH3:40]. The catalyst class is: 83. Reactant: C[O:2][C:3]([C:5]1[N:6]=[CH:7][C:8]([N:11]2[CH2:16][CH2:15][N:14]([S:17]([C:20]3[CH:25]=[CH:24][C:23]([C:26]([F:29])([F:28])[F:27])=[CH:22][CH:21]=3)(=[O:19])=[O:18])[C@@H:13]([C:30](=[O:42])[NH:31][CH2:32][C:33]3[CH:38]=[CH:37][C:36]([CH:39]([CH3:41])[CH3:40])=[CH:35][CH:34]=3)[CH2:12]2)=[N:9][CH:10]=1)=[O:4].[OH-].[Na+].Cl. (3) Reactant: [ClH:1].[CH3:2][C:3]1[CH:11]=[CH:10][C:9]2[N:8]([CH2:12][CH2:13][C:14]3[CH:15]=[N:16][C:17]([CH3:20])=[CH:18][CH:19]=3)[C:7]3[CH2:21][CH2:22][N:23](C(OC(C)(C)C)=O)[CH2:24][C:6]=3[C:5]=2[CH:4]=1. Product: [ClH:1].[ClH:1].[CH3:2][C:3]1[CH:11]=[CH:10][C:9]2[N:8]([CH2:12][CH2:13][C:14]3[CH:15]=[N:16][C:17]([CH3:20])=[CH:18][CH:19]=3)[C:7]3[CH2:21][CH2:22][NH:23][CH2:24][C:6]=3[C:5]=2[CH:4]=1. The catalyst class is: 5. (4) Reactant: [F:1][C:2]1[C:3]([CH3:12])=[N:4][C:5]([CH3:11])=[C:6]([N+:8]([O-:10])=[O:9])[CH:7]=1.[Br:13]N1C(=O)CCC1=O.N(C(C)(C)C#N)=NC(C)(C)C#N. Product: [Br:13][CH2:11][C:5]1[C:6]([N+:8]([O-:10])=[O:9])=[CH:7][C:2]([F:1])=[C:3]([CH3:12])[N:4]=1. The catalyst class is: 53. (5) Reactant: C1(P(=[CH:20][C:21]([O:23][C:24]([CH3:27])([CH3:26])[CH3:25])=[O:22])(C2C=CC=CC=2)C2C=CC=CC=2)C=CC=CC=1.[CH:28]([C:30]1[C:38]2[C:33](=[C:34]([C:39]#[N:40])[CH:35]=[CH:36][CH:37]=2)[NH:32][CH:31]=1)=O. Product: [C:39]([C:34]1[CH:35]=[CH:36][CH:37]=[C:38]2[C:33]=1[NH:32][CH:31]=[C:30]2/[CH:28]=[CH:20]/[C:21]([O:23][C:24]([CH3:27])([CH3:26])[CH3:25])=[O:22])#[N:40]. The catalyst class is: 10.